This data is from Reaction yield outcomes from USPTO patents with 853,638 reactions. The task is: Predict the reaction yield, written as a fraction of the theoretical maximum amount of product (1.0 means a 100% yield; for example, 0.34 means a 34% yield). The catalyst is C(#N)C. The reactants are [F:1][C:2]1[CH:3]=[C:4]2[C:9](=[CH:10][CH:11]=1)[CH:8]=[N:7][C:6]([NH:12][C:13](=[O:45])[O:14][CH2:15][C@@H:16]([N:31]([CH3:44])[C:32]([NH:34][CH2:35][C:36]1[CH:41]=[CH:40][CH:39]=[C:38]([F:42])[C:37]=1[Cl:43])=[O:33])[CH2:17][C:18]([CH3:30])([CH3:29])[CH2:19][O:20][P:21]([O:26]CC)([O:23]CC)=[O:22])=[CH:5]2.[Si](I)(C)(C)C. The product is [F:1][C:2]1[CH:3]=[C:4]2[C:9](=[CH:10][CH:11]=1)[CH:8]=[N:7][C:6]([NH:12][C:13](=[O:45])[O:14][CH2:15][C@@H:16]([N:31]([CH3:44])[C:32]([NH:34][CH2:35][C:36]1[CH:41]=[CH:40][CH:39]=[C:38]([F:42])[C:37]=1[Cl:43])=[O:33])[CH2:17][C:18]([CH3:29])([CH3:30])[CH2:19][O:20][P:21]([OH:23])([OH:26])=[O:22])=[CH:5]2. The yield is 0.711.